Dataset: Peptide-MHC class I binding affinity with 185,985 pairs from IEDB/IMGT. Task: Regression. Given a peptide amino acid sequence and an MHC pseudo amino acid sequence, predict their binding affinity value. This is MHC class I binding data. (1) The peptide sequence is LVESVAGSC. The MHC is HLA-B15:01 with pseudo-sequence HLA-B15:01. The binding affinity (normalized) is 0.149. (2) The peptide sequence is IISLKYTRK. The MHC is HLA-A80:01 with pseudo-sequence HLA-A80:01. The binding affinity (normalized) is 0.0847.